This data is from Reaction yield outcomes from USPTO patents with 853,638 reactions. The task is: Predict the reaction yield, written as a fraction of the theoretical maximum amount of product (1.0 means a 100% yield; for example, 0.34 means a 34% yield). (1) The reactants are [CH3:1][C:2]1([CH3:12])[NH:7][CH2:6][C:5]2C=CC=C[C:4]=2O1.[H-].[H-].[H-].[H-].[Li+].[Al+3].[CH2:19]1[CH2:23][O:22][CH2:21][CH2:20]1. No catalyst specified. The product is [CH:2]([NH:7][C:6]1[CH:5]=[CH:4][CH:21]=[CH:20][C:19]=1[CH2:23][OH:22])([CH3:12])[CH3:1]. The yield is 0.950. (2) The reactants are [NH:1]([C:8]1[N:9]([C:25]2[CH:30]=[CH:29][CH:28]=[CH:27][CH:26]=2)[C:10]2[C:15]([C:16](=[O:18])[CH:17]=1)=[C:14]([S:19][CH2:20][C:21]([OH:23])=O)[N:13]=[C:12]([CH3:24])[CH:11]=2)[C:2]1[CH:7]=[CH:6][CH:5]=[CH:4][CH:3]=1.CCN=C=N[CH2:36][CH2:37][CH2:38][N:39](C)C.C1C=CC2N(O)N=NC=2C=1.C1(N)CC1. The catalyst is C(Cl)Cl. The product is [NH:1]([C:8]1[N:9]([C:25]2[CH:26]=[CH:27][CH:28]=[CH:29][CH:30]=2)[C:10]2[C:15]([C:16](=[O:18])[CH:17]=1)=[C:14]([S:19][CH2:20][C:21]([NH:39][CH:38]1[CH2:36][CH2:37]1)=[O:23])[N:13]=[C:12]([CH3:24])[CH:11]=2)[C:2]1[CH:7]=[CH:6][CH:5]=[CH:4][CH:3]=1. The yield is 0.590. (3) The reactants are [Cl-].O[NH3+:3].[C:4](=[O:7])([O-])[OH:5].[Na+].CS(C)=O.[CH2:13]([C:17]1[N:18]=[C:19]([CH3:50])[N:20]([C:40]2[CH:41]=[CH:42][C:43]3[O:47][CH:46]([CH3:48])[CH2:45][C:44]=3[CH:49]=2)[C:21](=[O:39])[C:22]=1[CH2:23][C:24]1[CH:29]=[CH:28][C:27]([C:30]2[C:31]([C:36]#[N:37])=[CH:32][CH:33]=[CH:34][CH:35]=2)=[CH:26][C:25]=1[F:38])[CH2:14][CH2:15][CH3:16]. The catalyst is O.C(OCC)(=O)C. The product is [CH2:13]([C:17]1[N:18]=[C:19]([CH3:50])[N:20]([C:40]2[CH:41]=[CH:42][C:43]3[O:47][CH:46]([CH3:48])[CH2:45][C:44]=3[CH:49]=2)[C:21](=[O:39])[C:22]=1[CH2:23][C:24]1[CH:29]=[CH:28][C:27]([C:30]2[CH:35]=[CH:34][CH:33]=[CH:32][C:31]=2[C:36]2[NH:3][C:4](=[O:7])[O:5][N:37]=2)=[CH:26][C:25]=1[F:38])[CH2:14][CH2:15][CH3:16]. The yield is 0.590. (4) The reactants are [NH:1]1[C:5]2[CH:6]=[CH:7][CH:8]=[CH:9][C:4]=2[N:3]=[C:2]1[CH2:10][N:11]([CH:21]1[C:30]2[N:29]=[CH:28][CH:27]=[CH:26][C:25]=2[CH2:24][CH2:23][CH2:22]1)[CH2:12][C:13]1[CH:18]=[CH:17][C:16]([CH2:19][NH2:20])=[CH:15][CH:14]=1.C(OC([N:38]1[CH2:44][CH2:43][CH2:42][C@H:39]1[CH:40]=O)=O)(C)(C)C.[BH4-].[Na+]. The catalyst is CO. The product is [NH:1]1[C:5]2[CH:6]=[CH:7][CH:8]=[CH:9][C:4]=2[N:3]=[C:2]1[CH2:10][N:11]([CH2:12][C:13]1[CH:14]=[CH:15][C:16]([CH2:19][NH:20][CH2:40][CH:39]2[CH2:42][CH2:43][CH2:44][NH:38]2)=[CH:17][CH:18]=1)[CH:21]1[C:30]2[N:29]=[CH:28][CH:27]=[CH:26][C:25]=2[CH2:24][CH2:23][CH2:22]1. The yield is 0.450. (5) The reactants are [CH:1]1[C:11]2[CH2:10][CH2:9][C:8]3[CH:12]=[CH:13][CH:14]=[CH:15][C:7]=3[C:6](=[C:16]3[CH2:21][CH2:20][CH2:19][CH:18]([NH2:22])[CH2:17]3)[C:5]=2[CH:4]=[CH:3][CH:2]=1.C(N(CC)CC)C.[F:30][C:31]([F:44])([F:43])[O:32][C:33]1[CH:38]=[CH:37][C:36]([S:39](Cl)(=[O:41])=[O:40])=[CH:35][CH:34]=1. The catalyst is CN(C=O)C. The product is [CH:12]1[C:8]2[CH2:9][CH2:10][C:11]3[CH:1]=[CH:2][CH:3]=[CH:4][C:5]=3[C:6](=[C:16]3[CH2:21][CH2:20][CH2:19][CH:18]([NH:22][S:39]([C:36]4[CH:35]=[CH:34][C:33]([O:32][C:31]([F:30])([F:43])[F:44])=[CH:38][CH:37]=4)(=[O:41])=[O:40])[CH2:17]3)[C:7]=2[CH:15]=[CH:14][CH:13]=1. The yield is 0.260. (6) The reactants are [OH-].[NH4+:2].[CH3:3][C:4]1[N:5]([C:13]2[CH:18]=[CH:17][CH:16]=[CH:15][C:14]=2[C:19]([F:22])([F:21])[F:20])[C:6]([CH3:12])=[CH:7][C:8]=1[C:9](Cl)=[O:10]. The catalyst is C1COCC1. The product is [CH3:3][C:4]1[N:5]([C:13]2[CH:18]=[CH:17][CH:16]=[CH:15][C:14]=2[C:19]([F:22])([F:21])[F:20])[C:6]([CH3:12])=[CH:7][C:8]=1[C:9]([NH2:2])=[O:10]. The yield is 0.960. (7) The reactants are [CH3:1][O:2][C:3]1[CH:4]=[CH:5][C:6]([N+:12]([O-])=O)=[C:7]([CH:11]=1)[C:8]([OH:10])=[O:9]. The catalyst is C1COCC1.[Pd]. The product is [NH2:12][C:6]1[CH:5]=[CH:4][C:3]([O:2][CH3:1])=[CH:11][C:7]=1[C:8]([OH:10])=[O:9]. The yield is 0.980.